The task is: Predict the reaction yield, written as a fraction of the theoretical maximum amount of product (1.0 means a 100% yield; for example, 0.34 means a 34% yield).. This data is from Reaction yield outcomes from USPTO patents with 853,638 reactions. (1) The reactants are [NH2:1][C:2]1[C:11]2[CH:10]=[CH:9][CH:8]=[C:7](Br)[C:6]=2[N:5]=[C:4]2[CH2:13][N:14]([CH:17]3[CH2:19][CH2:18]3)[C:15](=[O:16])[C:3]=12.[CH3:20][O:21][C:22]1[CH:27]=[CH:26][C:25]([O:28][CH3:29])=[CH:24][C:23]=1B(O)O. No catalyst specified. The product is [NH2:1][C:2]1[C:11]2[CH:10]=[CH:9][CH:8]=[C:7]([C:26]3[CH:27]=[C:22]([O:21][CH3:20])[CH:23]=[CH:24][C:25]=3[O:28][CH3:29])[C:6]=2[N:5]=[C:4]2[CH2:13][N:14]([CH:17]3[CH2:19][CH2:18]3)[C:15](=[O:16])[C:3]=12. The yield is 0.530. (2) The reactants are [H-].[Na+].[I:3][C:4]1[CH:9]=[CH:8][C:7]([OH:10])=[CH:6][CH:5]=1.CN(C=O)C.F[C:17]1[CH:18]=[C:19]([CH:22]=[C:23]([S:25][C:26]2[N:27]([CH3:31])[CH:28]=[CH:29][N:30]=2)[CH:24]=1)[C:20]#[N:21]. The catalyst is CCOCC.[OH-].[Na+]. The product is [I:3][C:4]1[CH:9]=[CH:8][C:7]([O:10][C:17]2[CH:18]=[C:19]([CH:22]=[C:23]([S:25][C:26]3[N:27]([CH3:31])[CH:28]=[CH:29][N:30]=3)[CH:24]=2)[C:20]#[N:21])=[CH:6][CH:5]=1. The yield is 0.950.